From a dataset of CYP2C9 inhibition data for predicting drug metabolism from PubChem BioAssay. Regression/Classification. Given a drug SMILES string, predict its absorption, distribution, metabolism, or excretion properties. Task type varies by dataset: regression for continuous measurements (e.g., permeability, clearance, half-life) or binary classification for categorical outcomes (e.g., BBB penetration, CYP inhibition). Dataset: cyp2c9_veith. (1) The drug is Cc1cc(C(F)F)n2nc(C(=O)Nc3cccnc3Cl)nc2n1. The result is 0 (non-inhibitor). (2) The compound is COc1ccc(NC(=O)CN2CCN(CC(=O)Nc3ccccc3Cl)CC2)cc1. The result is 1 (inhibitor). (3) The molecule is C[C@]12[C@H](O)C[C@H]3[C@H](CC[C@H]4C[C@@H](O)CC[C@]43C)[C@@]1(O)CC[C@@H]2C1=CC(=O)OC1. The result is 0 (non-inhibitor). (4) The result is 0 (non-inhibitor). The molecule is N#C/C(=C(/O)CN1CCCCC1)c1nc(-c2ccc(Cl)cc2)cs1. (5) The molecule is COc1cccc(CNc2ccc(F)c(Cl)c2)c1O. The result is 1 (inhibitor). (6) The compound is CCN(c1nc(N)c(C(=O)N=C(N)N)nc1Cl)C(C)C. The result is 0 (non-inhibitor).